From a dataset of Forward reaction prediction with 1.9M reactions from USPTO patents (1976-2016). Predict the product of the given reaction. (1) The product is: [Cl:16][C:17]1[N:18]=[C:19]([CH:22]2[C:27]3[N:26]([C:34]([C:35]4[CH:36]=[C:37]([CH:40]=[CH:41][CH:42]=4)[C:38]#[N:39])=[C:33]4[C:32](=[O:43])[N:31]([CH3:44])[C:30](=[O:45])[N:29]([CH3:46])[C:28]4=3)[CH2:25][CH2:24][CH2:23]2)[S:20][CH:21]=1. Given the reactants FC(F)(F)S(OS(C(F)(F)F)(=O)=O)(=O)=O.[Cl:16][C:17]1[N:18]=[C:19]([CH:22](O)[CH2:23][CH2:24][CH2:25][N:26]2[C:34]([C:35]3[CH:36]=[C:37]([CH:40]=[CH:41][CH:42]=3)[C:38]#[N:39])=[C:33]3[C:28]([N:29]([CH3:46])[C:30](=[O:45])[N:31]([CH3:44])[C:32]3=[O:43])=[CH:27]2)[S:20][CH:21]=1.C(N(CC)CC)C, predict the reaction product. (2) Given the reactants [F:1][C:2]([F:34])([F:33])[CH2:3][O:4][C:5]1[C:10]2[C:11]([O:14][CH2:15][CH:16]3[CH2:21][CH2:20][N:19]([CH2:22][C:23]4([C:29]([O:31]C)=[O:30])[CH2:28][CH2:27][O:26][CH2:25][CH2:24]4)[CH2:18][CH2:17]3)=[N:12][O:13][C:9]=2[CH:8]=[CH:7][CH:6]=1.Cl, predict the reaction product. The product is: [F:34][C:2]([F:1])([F:33])[CH2:3][O:4][C:5]1[C:10]2[C:11]([O:14][CH2:15][CH:16]3[CH2:17][CH2:18][N:19]([CH2:22][C:23]4([C:29]([OH:31])=[O:30])[CH2:28][CH2:27][O:26][CH2:25][CH2:24]4)[CH2:20][CH2:21]3)=[N:12][O:13][C:9]=2[CH:8]=[CH:7][CH:6]=1. (3) Given the reactants [C:1]([O:5][C:6](=[O:19])[NH:7][C@@H:8]([C@@H:16]1[CH2:18][O:17]1)[CH2:9][C:10]1[CH:15]=[CH:14][CH:13]=[CH:12][CH:11]=1)([CH3:4])([CH3:3])[CH3:2].[CH2:20]([NH2:27])[C:21]1[CH:26]=[CH:25][CH:24]=[CH:23][CH:22]=1, predict the reaction product. The product is: [C:1]([O:5][C:6](=[O:19])[NH:7][C@H:8]([CH2:9][C:10]1[CH:15]=[CH:14][CH:13]=[CH:12][CH:11]=1)[C@@H:16]([OH:17])[CH2:18][NH:27][CH2:20][C:21]1[CH:26]=[CH:25][CH:24]=[CH:23][CH:22]=1)([CH3:4])([CH3:3])[CH3:2]. (4) The product is: [F:1][C:2]1[CH:7]=[C:6]2[N:8]=[C:33]([CH3:34])[N:11]([C@H:12]([C:14]3[N:19]=[CH:18][C:17]([F:20])=[CH:16][N:15]=3)[CH3:13])[C:5]2=[N:4][C:3]=1[NH:21][C:22]1[CH:26]=[C:25]([CH3:27])[NH:24][N:23]=1. Given the reactants [F:1][C:2]1[C:3]([NH:21][C:22]2[CH:26]=[C:25]([CH3:27])[NH:24][N:23]=2)=[N:4][C:5]([NH:11][C@H:12]([C:14]2[N:19]=[CH:18][C:17]([F:20])=[CH:16][N:15]=2)[CH3:13])=[C:6]([N+:8]([O-])=O)[CH:7]=1.O.O.Cl[Sn]Cl.[C:33](OCC)(OCC)(OCC)[CH3:34], predict the reaction product. (5) Given the reactants [CH3:1][O:2][C:3](=[O:31])[C:4]1[CH:9]=[CH:8][C:7](/[CH:10]=[CH:11]/[C:12](=[O:30])[C:13]2[C:14]([NH:23][C:24]3[CH:29]=[CH:28][CH:27]=[CH:26][CH:25]=3)=[N:15][C:16]([C:19]([F:22])([F:21])[F:20])=[CH:17][CH:18]=2)=[CH:6][CH:5]=1.[H][H], predict the reaction product. The product is: [CH3:1][O:2][C:3](=[O:31])[C:4]1[CH:9]=[CH:8][C:7]([CH2:10][CH2:11][C:12](=[O:30])[C:13]2[C:14]([NH:23][C:24]3[CH:25]=[CH:26][CH:27]=[CH:28][CH:29]=3)=[N:15][C:16]([C:19]([F:21])([F:22])[F:20])=[CH:17][CH:18]=2)=[CH:6][CH:5]=1.